From a dataset of Forward reaction prediction with 1.9M reactions from USPTO patents (1976-2016). Predict the product of the given reaction. (1) Given the reactants [CH2:1]([O:8][C:9]1[CH:48]=[CH:47][C:12]([CH2:13][C@H:14]([NH:35][C:36](=[O:46])[O:37][C@H:38]2[C@H:45]3[C@H:41]([O:42][CH2:43][CH2:44]3)[O:40][CH2:39]2)[C@H:15]([OH:34])[CH2:16][N:17]([CH2:30][CH:31]([CH3:33])[CH3:32])[S:18]([C:21]2[CH:26]=[CH:25][C:24]([N+:27]([O-:29])=[O:28])=[CH:23][CH:22]=2)(=[O:20])=[O:19])=[CH:11][CH:10]=1)[C:2]1[CH:7]=[CH:6][CH:5]=[CH:4][CH:3]=1.CO[C:51](OC)([CH3:53])[CH3:52].C1(C)C=CC(S(O)(=O)=O)=CC=1, predict the reaction product. The product is: [CH2:1]([O:8][C:9]1[CH:10]=[CH:11][C:12]([CH2:13][C@H:14]2[C@@H:15]([CH2:16][N:17]([CH2:30][CH:31]([CH3:33])[CH3:32])[S:18]([C:21]3[CH:22]=[CH:23][C:24]([N+:27]([O-:29])=[O:28])=[CH:25][CH:26]=3)(=[O:19])=[O:20])[O:34][C:51]([CH3:53])([CH3:52])[N:35]2[C:36]([O:37][C@H:38]2[C@H:45]3[C@H:41]([O:42][CH2:43][CH2:44]3)[O:40][CH2:39]2)=[O:46])=[CH:47][CH:48]=1)[C:2]1[CH:3]=[CH:4][CH:5]=[CH:6][CH:7]=1. (2) Given the reactants [Cl:1][C:2]1[CH:7]=[CH:6][CH:5]=[CH:4][C:3]=1[N:8]1[C:12]([CH3:13])=[C:11]([C:14]2[CH2:15][CH2:16][N:17](C(OC(C)(C)C)=O)[CH2:18][CH:19]=2)[N:10]=[N:9]1, predict the reaction product. The product is: [ClH:1].[Cl:1][C:2]1[CH:7]=[CH:6][CH:5]=[CH:4][C:3]=1[N:8]1[C:12]([CH3:13])=[C:11]([C:14]2[CH2:15][CH2:16][NH:17][CH2:18][CH:19]=2)[N:10]=[N:9]1. (3) The product is: [C:32]([O:31][C:29](=[O:30])[NH:28][CH2:27][C@@H:11]([NH2:10])[CH2:12][N:13]1[CH2:14][CH2:15][CH:16]([O:19][C:20]2[CH:25]=[CH:24][C:23]([F:26])=[CH:22][CH:21]=2)[CH2:17][CH2:18]1)([CH3:35])([CH3:33])[CH3:34]. Given the reactants C(OC(=O)[NH:10][C@H:11]([CH2:27][NH:28][C:29]([O:31][C:32]([CH3:35])([CH3:34])[CH3:33])=[O:30])[CH2:12][N:13]1[CH2:18][CH2:17][CH:16]([O:19][C:20]2[CH:25]=[CH:24][C:23]([F:26])=[CH:22][CH:21]=2)[CH2:15][CH2:14]1)C1C=CC=CC=1.C([O-])=O.[NH4+], predict the reaction product. (4) Given the reactants [NH:1]1[CH:5]=[CH:4][N:3]=[CH:2]1.Cl[C:7](=[O:13])[C:8]([O:10][CH2:11][CH3:12])=[O:9], predict the reaction product. The product is: [N:1]1([C:7](=[O:13])[C:8]([O:10][CH2:11][CH3:12])=[O:9])[CH:5]=[CH:4][N:3]=[CH:2]1. (5) Given the reactants [NH2:1][C:2]1[CH:3]=[C:4]([CH:29]=[CH:30][CH:31]=1)[O:5][C:6]1[C:7]2[S:28][CH:27]=[CH:26][C:8]=2[N:9]=[C:10]([NH:12][C:13]2[CH:18]=[CH:17][C:16]([N:19]3[CH2:24][CH2:23][N:22]([CH3:25])[CH2:21][CH2:20]3)=[CH:15][CH:14]=2)[N:11]=1.C([O-])(O)=O.[Na+].[O:37]1C[CH2:40][CH2:39][CH2:38]1.C(Cl)(=O)C=C, predict the reaction product. The product is: [CH3:25][N:22]1[CH2:21][CH2:20][N:19]([C:16]2[CH:15]=[CH:14][C:13]([NH:12][C:10]3[N:11]=[C:6]([O:5][C:4]4[CH:3]=[C:2]([NH:1][C:38](=[O:37])[CH:39]=[CH2:40])[CH:31]=[CH:30][CH:29]=4)[C:7]4[S:28][CH:27]=[CH:26][C:8]=4[N:9]=3)=[CH:18][CH:17]=2)[CH2:24][CH2:23]1. (6) Given the reactants [C:1]([C:5]1[CH:10]=[CH:9][C:8]([NH2:11])=[CH:7][CH:6]=1)([CH3:4])([CH3:3])[CH3:2].C(OC([NH:19][CH2:20][C:21]1[CH:26]=[CH:25][C:24]([CH2:27][C@H:28]([NH:32][C:33]([O:35]CC2C3C=CC=CC=3C3C2=CC=CC=3)=O)[C:29]([OH:31])=O)=[CH:23][CH:22]=1)=O)(C)(C)C.[Cl:50][C:51]1[CH:56]=[CH:55][C:54]([CH2:57][N:58]=C=O)=[CH:53][C:52]=1[Cl:61], predict the reaction product. The product is: [NH2:19][CH2:20][C:21]1[CH:22]=[CH:23][C:24]([CH2:27][C@H:28]([NH:32][C:33]([NH:58][CH2:57][C:54]2[CH:55]=[CH:56][C:51]([Cl:50])=[C:52]([Cl:61])[CH:53]=2)=[O:35])[C:29]([NH:11][C:8]2[CH:7]=[CH:6][C:5]([C:1]([CH3:4])([CH3:2])[CH3:3])=[CH:10][CH:9]=2)=[O:31])=[CH:25][CH:26]=1. (7) The product is: [N+:5]([C:8]1[CH:15]=[CH:14][C:11]([CH2:12][S:1][CH2:2][CH2:3][OH:4])=[CH:10][CH:9]=1)([O-:7])=[O:6]. Given the reactants [SH:1][CH2:2][CH2:3][OH:4].[N+:5]([C:8]1[CH:15]=[CH:14][C:11]([CH2:12]Br)=[CH:10][CH:9]=1)([O-:7])=[O:6].C([O-])([O-])=O.[K+].[K+], predict the reaction product. (8) Given the reactants C[O:2][C:3]([C:5]1[CH:14]=[C:13]([O:15][CH:16]([C:18](=[O:28])[NH:19][C:20]2[CH:25]=[CH:24][CH:23]=[CH:22][C:21]=2[CH2:26][OH:27])[CH3:17])[C:12]2[C:7](=[CH:8][C:9]([Cl:30])=[CH:10][C:11]=2[Cl:29])[CH:6]=1)=[O:4].[Li+].[OH-], predict the reaction product. The product is: [Cl:29][C:11]1[CH:10]=[C:9]([Cl:30])[CH:8]=[C:7]2[C:12]=1[C:13]([O:15][CH:16]([C:18](=[O:28])[NH:19][C:20]1[CH:25]=[CH:24][CH:23]=[CH:22][C:21]=1[CH2:26][OH:27])[CH3:17])=[CH:14][C:5]([C:3]([OH:4])=[O:2])=[CH:6]2.